Binary Classification. Given a drug SMILES string, predict its activity (active/inactive) in a high-throughput screening assay against a specified biological target. From a dataset of HIV replication inhibition screening data with 41,000+ compounds from the AIDS Antiviral Screen. (1) The drug is O=[N+]([N-][O-])C1CCCCC1=[N+]1CCOCC1. The result is 0 (inactive). (2) The drug is C=CCNC(=S)N1CC(C)C(=O)Nc2cc(Cl)ccc21. The result is 0 (inactive). (3) The molecule is CC(NNC(=S)N1CCN(c2ccccn2)CC1)c1nccc2ccccc12. The result is 0 (inactive). (4) The compound is O=C(C=Cc1ccccc1)c1ccc(Oc2ccccc2)cc1. The result is 0 (inactive). (5) The compound is CC(C)CC(NC(=O)C(CCC(=O)OCc1ccccc1)NC(=O)OC(C)(C)C)C(=O)NC(COCc1ccccc1)C(=O)NC(Cc1ccccc1)C(=O)O. The result is 0 (inactive). (6) The drug is CC=C(F)P(=O)(OCC)OCC. The result is 0 (inactive).